From a dataset of Reaction yield outcomes from USPTO patents with 853,638 reactions. Predict the reaction yield, written as a fraction of the theoretical maximum amount of product (1.0 means a 100% yield; for example, 0.34 means a 34% yield). The reactants are [CH2:1]([N:8]1[C:16]2[C:11](=[CH:12][C:13]([N+:17]([O-:19])=[O:18])=[CH:14][CH:15]=2)[C:10]([CH:20]=[O:21])=[C:9]1[CH3:22])[C:2]1[CH:7]=[CH:6][CH:5]=[CH:4][CH:3]=1.CC(=CC)C.[OH:28]P([O-])(O)=O.[K+].Cl([O-])=O.[Na+]. The catalyst is C(#N)C.C(O)(C)(C)C.O. The product is [CH2:1]([N:8]1[C:16]2[C:11](=[CH:12][C:13]([N+:17]([O-:19])=[O:18])=[CH:14][CH:15]=2)[C:10]([C:20]([OH:28])=[O:21])=[C:9]1[CH3:22])[C:2]1[CH:3]=[CH:4][CH:5]=[CH:6][CH:7]=1. The yield is 1.00.